From a dataset of NCI-60 drug combinations with 297,098 pairs across 59 cell lines. Regression. Given two drug SMILES strings and cell line genomic features, predict the synergy score measuring deviation from expected non-interaction effect. (1) Drug 1: C1CCC(CC1)NC(=O)N(CCCl)N=O. Drug 2: CC1C(C(CC(O1)OC2CC(CC3=C2C(=C4C(=C3O)C(=O)C5=C(C4=O)C(=CC=C5)OC)O)(C(=O)CO)O)N)O.Cl. Cell line: MCF7. Synergy scores: CSS=34.3, Synergy_ZIP=-3.34, Synergy_Bliss=-4.58, Synergy_Loewe=-13.8, Synergy_HSA=-1.75. (2) Drug 1: CC1=C2C(C(=O)C3(C(CC4C(C3C(C(C2(C)C)(CC1OC(=O)C(C(C5=CC=CC=C5)NC(=O)C6=CC=CC=C6)O)O)OC(=O)C7=CC=CC=C7)(CO4)OC(=O)C)O)C)OC(=O)C. Drug 2: CN(CCCl)CCCl.Cl. Cell line: NCI-H522. Synergy scores: CSS=55.8, Synergy_ZIP=6.12, Synergy_Bliss=12.4, Synergy_Loewe=-21.0, Synergy_HSA=2.30. (3) Drug 1: C1=CC=C(C=C1)NC(=O)CCCCCCC(=O)NO. Drug 2: C1C(C(OC1N2C=NC(=NC2=O)N)CO)O. Cell line: SK-MEL-28. Synergy scores: CSS=-2.27, Synergy_ZIP=-2.62, Synergy_Bliss=-3.73, Synergy_Loewe=-11.2, Synergy_HSA=-6.63.